Dataset: Reaction yield outcomes from USPTO patents with 853,638 reactions. Task: Predict the reaction yield, written as a fraction of the theoretical maximum amount of product (1.0 means a 100% yield; for example, 0.34 means a 34% yield). (1) The reactants are [CH2:1]([N:3]([CH2:11][CH3:12])[C:4]1[CH:9]=[CH:8][C:7]([NH2:10])=[CH:6][CH:5]=1)[CH3:2].[ClH:13]. The catalyst is C(OCC)C. The product is [ClH:13].[ClH:13].[CH2:11]([N:3]([CH2:1][CH3:2])[C:4]1[CH:9]=[CH:8][C:7]([NH2:10])=[CH:6][CH:5]=1)[CH3:12]. The yield is 1.00. (2) The reactants are [CH3:1][O:2][C:3](=[O:36])[NH:4][CH:5]([C:9]([N:11]1[CH2:15][CH2:14][CH2:13][CH:12]1[C:16]1[NH:17][C:18]([C:21]2[CH:26]=[CH:25][C:24](B3OC(C)(C)C(C)(C)O3)=[CH:23][CH:22]=2)=[CH:19][N:20]=1)=[O:10])[CH:6]([CH3:8])[CH3:7].[Br:37][C:38]1[CH:43]=[CH:42][C:41](Br)=[CH:40][CH:39]=1.C([O-])([O-])=O.[K+].[K+].N#N. The catalyst is C(COC)OC.C1C=CC([P]([Pd]([P](C2C=CC=CC=2)(C2C=CC=CC=2)C2C=CC=CC=2)([P](C2C=CC=CC=2)(C2C=CC=CC=2)C2C=CC=CC=2)[P](C2C=CC=CC=2)(C2C=CC=CC=2)C2C=CC=CC=2)(C2C=CC=CC=2)C2C=CC=CC=2)=CC=1. The product is [CH3:1][O:2][C:3](=[O:36])[NH:4][CH:5]([C:9]([N:11]1[CH2:15][CH2:14][CH2:13][CH:12]1[C:16]1[NH:17][C:18]([C:21]2[CH:22]=[CH:23][C:24]([C:41]3[CH:42]=[CH:43][C:38]([Br:37])=[CH:39][CH:40]=3)=[CH:25][CH:26]=2)=[CH:19][N:20]=1)=[O:10])[CH:6]([CH3:7])[CH3:8]. The yield is 0.530.